This data is from Full USPTO retrosynthesis dataset with 1.9M reactions from patents (1976-2016). The task is: Predict the reactants needed to synthesize the given product. (1) Given the product [C:12]1([C:4]2[N:3]=[C:2]([O:27][C:20]3[C:21]([CH3:26])=[CH:22][C:23]([CH3:25])=[CH:24][C:19]=3[CH3:18])[C:7]([C:8]([O:10][CH3:11])=[O:9])=[CH:6][CH:5]=2)[CH:17]=[CH:16][CH:15]=[CH:14][CH:13]=1, predict the reactants needed to synthesize it. The reactants are: Cl[C:2]1[C:7]([C:8]([O:10][CH3:11])=[O:9])=[CH:6][CH:5]=[C:4]([C:12]2[CH:17]=[CH:16][CH:15]=[CH:14][CH:13]=2)[N:3]=1.[CH3:18][C:19]1[CH:24]=[C:23]([CH3:25])[CH:22]=[C:21]([CH3:26])[C:20]=1[OH:27].C(=O)([O-])[O-].[Cs+].[Cs+]. (2) Given the product [N:1]1([C:7]2[N:8]=[C:9]3[CH2:16][CH2:15][NH:14][CH2:13][C:10]3=[N:11][CH:12]=2)[CH2:2][CH2:3][O:4][CH2:5][CH2:6]1, predict the reactants needed to synthesize it. The reactants are: [N:1]1([C:7]2[N:8]=[C:9]3[CH2:16][CH2:15][N:14](C(OCC)=O)[CH2:13][C:10]3=[N:11][CH:12]=2)[CH2:6][CH2:5][O:4][CH2:3][CH2:2]1.[OH-].[K+]. (3) Given the product [CH3:18][C:8]1[NH:7][CH:6]=[C:10]([CH3:11])[C:9]=1[CH2:12][CH2:13][C:14]([OH:16])=[O:15].[CH3:13][CH2:12][CH2:9][C:8]1[NH:7][CH:6]=[C:10]([CH3:11])[C:23]=1[C:22]([OH:25])=[O:19], predict the reactants needed to synthesize it. The reactants are: C(OC([C:6]1[NH:7][C:8]([CH3:18])=[C:9]([CH2:12][CH2:13][C:14]([O:16]C)=[O:15])[C:10]=1[CH3:11])=O)C.[OH-:19].[K+].Cl.[CH2:22]([OH:25])[CH2:23]O. (4) Given the product [CH3:1][NH:2][C@H:3]1[CH2:7][CH2:6][N:5]([C:9]2[N:14]=[CH:13][C:12]([N+:15]([O-:17])=[O:16])=[CH:11][N:10]=2)[CH2:4]1, predict the reactants needed to synthesize it. The reactants are: [CH3:1][NH:2][C@H:3]1[CH2:7][CH2:6][NH:5][CH2:4]1.Cl[C:9]1[N:14]=[CH:13][C:12]([N+:15]([O-:17])=[O:16])=[CH:11][N:10]=1. (5) Given the product [C:6]([NH2:8])(=[O:7])[C:5]1[CH:26]=[CH:27][CH:2]=[N:3][CH:4]=1, predict the reactants needed to synthesize it. The reactants are: Cl[C:2]1[CH:27]=[CH:26][C:5]([C:6]([NH:8]C2C=CC(Cl)=C(NC(=O)C3C=CC=C(F)C=3)C=2)=[O:7])=[CH:4][N:3]=1.CC1CNCC(C)N1.